This data is from Full USPTO retrosynthesis dataset with 1.9M reactions from patents (1976-2016). The task is: Predict the reactants needed to synthesize the given product. Given the product [CH3:18][O:17][C:13]1[CH:14]=[C:15]2[C:10](=[CH:11][CH:12]=1)[CH2:9][N:8]([C:6]1[CH:5]=[CH:4][N:3]=[C:2]([NH:19][C:20]3[CH:21]=[C:22]4[C:26](=[CH:27][CH:28]=3)[NH:25][N:24]=[CH:23]4)[N:7]=1)[CH2:16]2, predict the reactants needed to synthesize it. The reactants are: Cl[C:2]1[N:7]=[C:6]([N:8]2[CH2:16][C:15]3[C:10](=[CH:11][CH:12]=[C:13]([O:17][CH3:18])[CH:14]=3)[CH2:9]2)[CH:5]=[CH:4][N:3]=1.[NH2:19][C:20]1[CH:21]=[C:22]2[C:26](=[CH:27][CH:28]=1)[NH:25][N:24]=[CH:23]2.CCN(C(C)C)C(C)C.